From a dataset of Peptide-MHC class I binding affinity with 185,985 pairs from IEDB/IMGT. Regression. Given a peptide amino acid sequence and an MHC pseudo amino acid sequence, predict their binding affinity value. This is MHC class I binding data. (1) The peptide sequence is WLRAHPVAI. The MHC is BoLA-T2b with pseudo-sequence BoLA-T2b. The binding affinity (normalized) is 0.0641. (2) The peptide sequence is VFAQVKQMYK. The MHC is HLA-A03:01 with pseudo-sequence HLA-A03:01. The binding affinity (normalized) is 0.612. (3) The peptide sequence is GIAIFNNRNL. The MHC is HLA-A02:02 with pseudo-sequence HLA-A02:02. The binding affinity (normalized) is 0.849. (4) The peptide sequence is RTWAYHGSY. The MHC is HLA-B46:01 with pseudo-sequence HLA-B46:01. The binding affinity (normalized) is 0.0847. (5) The peptide sequence is IYKDKQWSI. The MHC is H-2-Dd with pseudo-sequence H-2-Dd. The binding affinity (normalized) is 0. (6) The peptide sequence is STPATTNAHC. The MHC is H-2-Kb with pseudo-sequence H-2-Kb. The binding affinity (normalized) is 0. (7) The peptide sequence is SISSVLTILY. The MHC is HLA-A68:01 with pseudo-sequence HLA-A68:01. The binding affinity (normalized) is 0.371.